Dataset: Reaction yield outcomes from USPTO patents with 853,638 reactions. Task: Predict the reaction yield, written as a fraction of the theoretical maximum amount of product (1.0 means a 100% yield; for example, 0.34 means a 34% yield). (1) The reactants are [C:1]([NH:5][S:6]([CH2:9][CH2:10][CH2:11]Cl)(=[O:8])=[O:7])([CH3:4])([CH3:3])[CH3:2].[Li]CCCC. The catalyst is C1COCC1. The product is [C:1]([NH:5][S:6]([CH:9]1[CH2:11][CH2:10]1)(=[O:8])=[O:7])([CH3:4])([CH3:3])[CH3:2]. The yield is 0.560. (2) The reactants are C[Mg]Cl.[Cl:4][CH2:5][CH2:6][CH2:7][CH2:8][CH2:9][CH2:10][CH2:11][CH2:12][CH2:13][CH2:14][C:15]#[CH:16].[CH:17](OCC)([O:21][CH2:22][CH3:23])[O:18][CH2:19][CH3:20].[Cl-].[NH4+]. The catalyst is O1CCCC1.C1(C)C=CC=CC=1.O.C(O)(=O)C. The product is [Cl:4][CH2:5][CH2:6][CH2:7][CH2:8][CH2:9][CH2:10][CH2:11][CH2:12][CH2:13][CH2:14][C:15]#[C:16][CH:17]([O:21][CH2:22][CH3:23])[O:18][CH2:19][CH3:20]. The yield is 0.823. (3) The reactants are [OH:1][CH2:2][CH2:3][CH2:4][N:5]1[C:9]2[CH:10]=[CH:11][C:12]([C:14]#N)=[CH:13][C:8]=2[N:7]=[N:6]1.C(O)=[O:17]. The catalyst is O. The product is [OH:1][CH2:2][CH2:3][CH2:4][N:5]1[C:9]2[CH:10]=[CH:11][C:12]([CH:14]=[O:17])=[CH:13][C:8]=2[N:7]=[N:6]1. The yield is 0.550. (4) The reactants are [CH:1]1[C:14]2[C:15]3=[C:16]4[C:11](=[CH:12][CH:13]=2)[CH:10]=[CH:9][CH:8]=[C:7]4[CH:6]=[CH:5][C:4]3=[CH:3][CH:2]=1.[C:17](Cl)([CH3:20])([CH3:19])[CH3:18].ClCCl.[Cl-].[Al+3].[Cl-].[Cl-]. The catalyst is O. The product is [C:17]([C:9]1[CH:10]=[C:11]2[C:16]3=[C:15]4[C:4]([CH:3]=[CH:2][CH:1]=[C:14]4[CH:13]=[CH:12]2)=[CH:5][CH:6]=[C:7]3[CH:8]=1)([CH3:20])([CH3:19])[CH3:18]. The yield is 0.650.